From a dataset of Cav3 T-type calcium channel HTS with 100,875 compounds. Binary Classification. Given a drug SMILES string, predict its activity (active/inactive) in a high-throughput screening assay against a specified biological target. (1) The drug is S(=O)(=O)(N1CCN(CC1)C(=O)CSc1[nH]c2c(c(=O)n1)cccc2)c1ccc(cc1)C. The result is 0 (inactive). (2) The drug is O1C23C(C(C1C=C3)C(OCC)=O)C(=O)N(C2)Cc1occc1. The result is 0 (inactive).